Predict which catalyst facilitates the given reaction. From a dataset of Catalyst prediction with 721,799 reactions and 888 catalyst types from USPTO. (1) Reactant: [CH3:1][O:2][C:3]1[CH:45]=[CH:44][C:6]([CH2:7][N:8]([CH2:35][C:36]2[CH:41]=[CH:40][C:39]([O:42][CH3:43])=[CH:38][CH:37]=2)[C:9]2[N:14]=[C:13]([CH3:15])[N:12]=[C:11]([C:16]3[CH:17]=[C:18]([C:32](=[O:34])[CH3:33])[CH:19]=[N:20][C:21]=3[NH:22][C:23]3[CH:24]=[N:25][C:26]([O:30][CH3:31])=[C:27]([F:29])[CH:28]=3)[N:10]=2)=[CH:5][CH:4]=1.[B-].[Na+].CO. Product: [CH3:43][O:42][C:39]1[CH:38]=[CH:37][C:36]([CH2:35][N:8]([CH2:7][C:6]2[CH:5]=[CH:4][C:3]([O:2][CH3:1])=[CH:45][CH:44]=2)[C:9]2[N:14]=[C:13]([CH3:15])[N:12]=[C:11]([C:16]3[CH:17]=[C:18]([CH:32]([OH:34])[CH3:33])[CH:19]=[N:20][C:21]=3[NH:22][C:23]3[CH:24]=[N:25][C:26]([O:30][CH3:31])=[C:27]([F:29])[CH:28]=3)[N:10]=2)=[CH:41][CH:40]=1. The catalyst class is: 2. (2) Reactant: [NH2:1][C:2]1[CH:3]=[N:4][CH:5]=[CH:6][C:7]=1[N:8]1[CH2:13][C@H:12]([C:14]([F:17])([F:16])[F:15])[CH2:11][C@H:10]([NH:18][C:19](=[O:25])[O:20][C:21]([CH3:24])([CH3:23])[CH3:22])[CH2:9]1.[C:26]([O:30][C:31]([NH:33][C:34]1[O:42][C:41]2[C:36](=[N:37][CH:38]=[C:39]([CH:43]=[CH2:44])[CH:40]=2)[C:35]=1[C:45](O)=[O:46])=[O:32])([CH3:29])([CH3:28])[CH3:27].CCN(C(C)C)C(C)C.CN(C(ON1N=NC2C=CC=NC1=2)=[N+](C)C)C.F[P-](F)(F)(F)(F)F. The catalyst class is: 26. Product: [C:21]([O:20][C:19]([NH:18][C@H:10]1[CH2:11][C@@H:12]([C:14]([F:16])([F:15])[F:17])[CH2:13][N:8]([C:7]2[CH:6]=[CH:5][N:4]=[CH:3][C:2]=2[NH:1][C:45]([C:35]2[C:36]3=[N:37][CH:38]=[C:39]([CH:43]=[CH2:44])[CH:40]=[C:41]3[O:42][C:34]=2[NH:33][C:31](=[O:32])[O:30][C:26]([CH3:29])([CH3:28])[CH3:27])=[O:46])[CH2:9]1)=[O:25])([CH3:22])([CH3:24])[CH3:23].